Dataset: Reaction yield outcomes from USPTO patents with 853,638 reactions. Task: Predict the reaction yield, written as a fraction of the theoretical maximum amount of product (1.0 means a 100% yield; for example, 0.34 means a 34% yield). (1) The reactants are [CH2:1]([O:3][C:4]([CH:6]1[CH2:10][CH2:9][CH2:8][CH:7]1[OH:11])=[O:5])[CH3:2].[O:12]1[CH:17]=[CH:16][CH2:15][CH2:14][CH2:13]1.C1(C)C=CC(S([O-])(=O)=O)=CC=1.[NH+]1C=CC=CC=1. The catalyst is C(Cl)Cl. The product is [CH2:1]([O:3][C:4]([CH:6]1[CH2:10][CH2:9][CH2:8][CH:7]1[O:11][CH:13]1[CH2:14][CH2:15][CH2:16][CH2:17][O:12]1)=[O:5])[CH3:2]. The yield is 0.877. (2) The reactants are [C:1]1([CH3:12])[CH:6]=[CH:5][C:4]([S:7]([NH:10][NH2:11])(=[O:9])=[O:8])=[CH:3][CH:2]=1.[F:13][CH:14]([F:24])[O:15][C:16]1[CH:23]=[CH:22][C:19]([CH:20]=O)=[CH:18][CH:17]=1. The catalyst is CO. The product is [S:7]([NH:10][N:11]=[CH:4][C:3]1[CH:2]=[CH:1][CH:6]=[CH:5][C:20]=1[C:19]1[CH:22]=[CH:23][C:16]([O:15][CH:14]([F:24])[F:13])=[CH:17][CH:18]=1)([C:4]1[CH:3]=[CH:2][C:1]([CH3:12])=[CH:6][CH:5]=1)(=[O:8])=[O:9]. The yield is 0.990. (3) The reactants are [C:1]1([C:7]2[N:8]=[C:9]([C:12]3([CH2:17][NH2:18])[CH2:16][CH2:15][CH2:14][CH2:13]3)[S:10][CH:11]=2)[CH:6]=[CH:5][CH:4]=[CH:3][CH:2]=1.[F:19][C:20]([F:36])([F:35])[C:21]1[O:25][N:24]=[C:23]([C:26]2[CH:27]=[C:28]([CH:32]=[CH:33][CH:34]=2)[C:29](O)=[O:30])[N:22]=1. No catalyst specified. The product is [C:1]1([C:7]2[N:8]=[C:9]([C:12]3([CH2:17][NH:18][C:29](=[O:30])[C:28]4[CH:32]=[CH:33][CH:34]=[C:26]([C:23]5[N:22]=[C:21]([C:20]([F:36])([F:35])[F:19])[O:25][N:24]=5)[CH:27]=4)[CH2:16][CH2:15][CH2:14][CH2:13]3)[S:10][CH:11]=2)[CH:2]=[CH:3][CH:4]=[CH:5][CH:6]=1. The yield is 0.340. (4) The reactants are [Cl:1][C:2]1[CH:8]=[CH:7][C:6]([S:9]([CH3:12])(=[O:11])=[O:10])=[CH:5][C:3]=1N.N([O-])=O.[Na+].[BrH:17]. The catalyst is O.[Cu]Br. The product is [Br:17][C:3]1[CH:5]=[C:6]([S:9]([CH3:12])(=[O:11])=[O:10])[CH:7]=[CH:8][C:2]=1[Cl:1]. The yield is 0.830.